From a dataset of Forward reaction prediction with 1.9M reactions from USPTO patents (1976-2016). Predict the product of the given reaction. (1) Given the reactants C([O:3][C:4](=[O:29])[C:5]([NH:10][C:11]([C:13]1[CH:18]=[CH:17][C:16]([N:19]2[CH2:23][CH2:22][CH2:21][CH2:20]2)=[C:15]([O:24][CH2:25][CH:26]2[CH2:28][CH2:27]2)[N:14]=1)=[O:12])([CH2:8][CH3:9])[CH2:6][CH3:7])C.[OH-].[Na+], predict the reaction product. The product is: [CH:26]1([CH2:25][O:24][C:15]2[N:14]=[C:13]([C:11]([NH:10][C:5]([CH2:6][CH3:7])([CH2:8][CH3:9])[C:4]([OH:29])=[O:3])=[O:12])[CH:18]=[CH:17][C:16]=2[N:19]2[CH2:20][CH2:21][CH2:22][CH2:23]2)[CH2:27][CH2:28]1. (2) The product is: [CH2:16]([C:2]1[C:11]([O:12][CH3:13])=[CH:10][C:5]2[N:6]=[C:7]([CH3:9])[O:8][C:4]=2[CH:3]=1)[CH:15]=[CH2:14]. Given the reactants Br[C:2]1[C:11]([O:12][CH3:13])=[CH:10][C:5]2[N:6]=[C:7]([CH3:9])[O:8][C:4]=2[CH:3]=1.[CH2:14]([Sn](CCCC)(CCCC)CCCC)[CH:15]=[CH2:16], predict the reaction product. (3) Given the reactants [NH2:1][C:2]1[CH:3]=[C:4]([OH:11])[C:5](=[CH:9][CH:10]=1)[C:6]([OH:8])=[O:7].[CH2:12](O)[CH3:13], predict the reaction product. The product is: [NH2:1][C:2]1[CH:3]=[C:4]([OH:11])[C:5](=[CH:9][CH:10]=1)[C:6]([O:8][CH2:12][CH3:13])=[O:7]. (4) Given the reactants [CH3:1][O:2][C:3](=[O:20])[C:4](=O)[CH:5]([CH3:18])[C:6](=O)[C:7]1[CH:12]=[CH:11][CH:10]=[C:9]([C:13]([F:16])([F:15])[F:14])[CH:8]=1.[CH3:21][NH:22][NH2:23], predict the reaction product. The product is: [CH3:1][O:2][C:3]([C:4]1[C:5]([CH3:18])=[C:6]([C:7]2[CH:12]=[CH:11][CH:10]=[C:9]([C:13]([F:16])([F:15])[F:14])[CH:8]=2)[N:22]([CH3:21])[N:23]=1)=[O:20]. (5) Given the reactants Cl.[CH3:2][C:3]1[N:4]=[C:5]([NH:11][C:12]2[CH:17]=[N:16][CH:15]=[CH:14][N:13]=2)[S:6][C:7]=1[C:8](=[O:10])[CH3:9].[C:18](OC(=O)C)(=[O:20])[CH3:19], predict the reaction product. The product is: [C:8]([C:7]1[S:6][C:5]([N:11]([C:12]2[CH:17]=[N:16][CH:15]=[CH:14][N:13]=2)[C:18](=[O:20])[CH3:19])=[N:4][C:3]=1[CH3:2])(=[O:10])[CH3:9]. (6) Given the reactants C([O-])(=O)C.[NH4+:5].[C:6]1([C:20]([O-])=[C:16]([N+:17]([O-:19])=[O:18])[CH:15]=[C:11]([N+:12]([O-:14])=[O:13])[CH:10]=1)[N+:7]([O-:9])=[O:8].[NH4+].O, predict the reaction product. The product is: [CH:10]1[C:6]([N+:7]([O-:9])=[O:8])=[C:20]([NH2:5])[C:16]([N+:17]([O-:19])=[O:18])=[CH:15][C:11]=1[N+:12]([O-:14])=[O:13]. (7) Given the reactants [CH:1]([O:4][C:5]([C:7]1[CH:8]=[C:9]2[C:13](=[CH:14][CH:15]=1)[N:12]([CH2:16][C:17]1[CH:21]=[C:20]([C:22]3[S:23][C:24]([Cl:27])=[CH:25][CH:26]=3)[O:19][N:18]=1)[C:11]([C:28]([O:30]CC)=[O:29])=[CH:10]2)=[O:6])([CH3:3])[CH3:2].[Li+].[OH-], predict the reaction product. The product is: [CH:1]([O:4][C:5]([C:7]1[CH:8]=[C:9]2[C:13](=[CH:14][CH:15]=1)[N:12]([CH2:16][C:17]1[CH:21]=[C:20]([C:22]3[S:23][C:24]([Cl:27])=[CH:25][CH:26]=3)[O:19][N:18]=1)[C:11]([C:28]([OH:30])=[O:29])=[CH:10]2)=[O:6])([CH3:3])[CH3:2].